From a dataset of Reaction yield outcomes from USPTO patents with 853,638 reactions. Predict the reaction yield, written as a fraction of the theoretical maximum amount of product (1.0 means a 100% yield; for example, 0.34 means a 34% yield). (1) The reactants are C([O:4][CH2:5][C:6]1[C:11](B2OC(C)(C)C(C)(C)O2)=[CH:10][C:9]([F:21])=[CH:8][C:7]=1[N:22]1[C:34](=[O:35])[C:33]2[S:32][C:31]3[CH2:30][CH2:29][CH2:28][CH2:27][C:26]=3[C:25]=2[CH:24]=[N:23]1)(=O)C.Cl[C:37]1[CH:38]=[C:39]([NH:46][C:47]2[CH:52]=[CH:51][C:50]([N:53]3[CH2:58][CH2:57][N:56]([CH:59]4[CH2:62][O:61][CH2:60]4)[CH2:55][CH2:54]3)=[CH:49][N:48]=2)[C:40]2[N:41]([CH:43]=[CH:44][N:45]=2)[N:42]=1.C1(P(C2CCCCC2)C2CCCCC2)CCCCC1.C([O-])([O-])=O.[Cs+].[Cs+]. The catalyst is C1C=CC(/C=C/C(/C=C/C2C=CC=CC=2)=O)=CC=1.C1C=CC(/C=C/C(/C=C/C2C=CC=CC=2)=O)=CC=1.C1C=CC(/C=C/C(/C=C/C2C=CC=CC=2)=O)=CC=1.[Pd].[Pd].O1CCOCC1. The product is [F:21][C:9]1[CH:10]=[C:11]([C:37]2[CH:38]=[C:39]([NH:46][C:47]3[CH:52]=[CH:51][C:50]([N:53]4[CH2:58][CH2:57][N:56]([CH:59]5[CH2:62][O:61][CH2:60]5)[CH2:55][CH2:54]4)=[CH:49][N:48]=3)[C:40]3[N:41]([CH:43]=[CH:44][N:45]=3)[N:42]=2)[C:6]([CH2:5][OH:4])=[C:7]([N:22]2[C:34](=[O:35])[C:33]3[S:32][C:31]4[CH2:30][CH2:29][CH2:28][CH2:27][C:26]=4[C:25]=3[CH:24]=[N:23]2)[CH:8]=1. The yield is 0.120. (2) The reactants are [CH2:1]([C:5]1[NH:6][CH:7]=[CH:8][N:9]=1)[CH2:2][CH2:3][CH3:4].C[O-].[Na+].[Cl:13][C:14]1[CH:21]=[CH:20][CH:19]=[CH:18][C:15]=1[CH2:16]Br. The catalyst is CO. The product is [CH2:1]([C:5]1[N:6]([CH2:16][C:15]2[CH:18]=[CH:19][CH:20]=[CH:21][C:14]=2[Cl:13])[CH:7]=[CH:8][N:9]=1)[CH2:2][CH2:3][CH3:4]. The yield is 0.610. (3) The reactants are C[O:2][C:3](=[O:17])[C:4]1[CH:9]=[CH:8][C:7]([N:10]2[CH2:15][CH2:14][O:13][CH2:12][CH2:11]2)=[CH:6][C:5]=1[Cl:16].[OH-].[Na+].Cl. The catalyst is CO.O. The product is [Cl:16][C:5]1[CH:6]=[C:7]([N:10]2[CH2:11][CH2:12][O:13][CH2:14][CH2:15]2)[CH:8]=[CH:9][C:4]=1[C:3]([OH:17])=[O:2]. The yield is 0.880. (4) The reactants are I[Si](C)(C)C.C[O:7][C:8]1[CH:9]=[C:10]2[C:14](=[CH:15][C:16]=1[O:17]C)[CH:13]([CH3:19])[CH2:12][CH2:11]2.O. The catalyst is C(#N)C. The product is [CH3:19][CH:13]1[C:14]2[C:10](=[CH:9][C:8]([OH:7])=[C:16]([OH:17])[CH:15]=2)[CH2:11][CH2:12]1. The yield is 0.930.